Dataset: Peptide-MHC class I binding affinity with 185,985 pairs from IEDB/IMGT. Task: Regression. Given a peptide amino acid sequence and an MHC pseudo amino acid sequence, predict their binding affinity value. This is MHC class I binding data. (1) The peptide sequence is SFLRKIGDK. The MHC is HLA-A03:01 with pseudo-sequence HLA-A03:01. The binding affinity (normalized) is 0.174. (2) The MHC is HLA-B46:01 with pseudo-sequence HLA-B46:01. The peptide sequence is MGHPKNAYL. The binding affinity (normalized) is 0.0847.